Dataset: Peptide-MHC class I binding affinity with 185,985 pairs from IEDB/IMGT. Task: Regression. Given a peptide amino acid sequence and an MHC pseudo amino acid sequence, predict their binding affinity value. This is MHC class I binding data. (1) The peptide sequence is IYMLAGNYS. The MHC is HLA-A02:02 with pseudo-sequence HLA-A02:02. The binding affinity (normalized) is 0. (2) The peptide sequence is WIASAIVLEF. The MHC is HLA-B15:01 with pseudo-sequence HLA-B15:01. The binding affinity (normalized) is 0.783. (3) The peptide sequence is LQRNWSYGF. The MHC is HLA-B40:01 with pseudo-sequence HLA-B40:01. The binding affinity (normalized) is 0.0847. (4) The peptide sequence is PRIVARQI. The MHC is Mamu-B03 with pseudo-sequence Mamu-B03. The binding affinity (normalized) is 0.150. (5) The peptide sequence is MSRAFGFTV. The MHC is HLA-B57:01 with pseudo-sequence HLA-B57:01. The binding affinity (normalized) is 0.633.